From a dataset of Full USPTO retrosynthesis dataset with 1.9M reactions from patents (1976-2016). Predict the reactants needed to synthesize the given product. (1) Given the product [NH2:29][C:30]1[CH:38]=[CH:37][C:33]([C:34]([NH:13][C:10]2[N:9]3[CH2:14][CH2:15][N:16]=[C:8]3[C:7]3[CH:6]=[CH:5][C:4]([O:17][CH2:18][C:19]4[CH:24]=[CH:23][C:22]([S:25]([CH3:28])(=[O:27])=[O:26])=[CH:21][CH:20]=4)=[C:3]([O:2][CH3:1])[C:12]=3[N:11]=2)=[O:35])=[CH:32][N:31]=1, predict the reactants needed to synthesize it. The reactants are: [CH3:1][O:2][C:3]1[C:12]2[N:11]=[C:10]([NH2:13])[N:9]3[CH2:14][CH2:15][N:16]=[C:8]3[C:7]=2[CH:6]=[CH:5][C:4]=1[O:17][CH2:18][C:19]1[CH:24]=[CH:23][C:22]([S:25]([CH3:28])(=[O:27])=[O:26])=[CH:21][CH:20]=1.[NH2:29][C:30]1[CH:38]=[CH:37][C:33]([C:34](O)=[O:35])=[CH:32][N:31]=1. (2) Given the product [C:1]1([CH:7]([NH:14][C:15]2([PH:26](=[O:27])[OH:28])[CH2:19][CH2:18][CH2:17][CH2:16]2)[C:8]2[CH:9]=[CH:10][CH:11]=[CH:12][CH:13]=2)[CH:6]=[CH:5][CH:4]=[CH:3][CH:2]=1, predict the reactants needed to synthesize it. The reactants are: [C:1]1([CH:7]([NH2:14])[C:8]2[CH:13]=[CH:12][CH:11]=[CH:10][CH:9]=2)[CH:6]=[CH:5][CH:4]=[CH:3][CH:2]=1.[C:15]1(=O)[CH2:19][CH2:18][CH2:17][CH2:16]1.O1CCCC1.[PH2:26](=[O:28])[OH:27]. (3) The reactants are: Cl.[CH3:2][N:3]1[CH2:12][CH2:11][C:10]2[C:5](=[C:6]([N+:13]([O-])=O)[CH:7]=[CH:8][CH:9]=2)[C:4]1=[O:16]. Given the product [NH2:13][C:6]1[CH:7]=[CH:8][CH:9]=[C:10]2[C:5]=1[C:4](=[O:16])[N:3]([CH3:2])[CH2:12][CH2:11]2, predict the reactants needed to synthesize it. (4) Given the product [C:21]([O:8][C:24]([N:26]1[CH2:29][CH2:30][CH:31]([NH:32][CH2:6][C:2]2[O:1][CH:5]=[CH:4][CH:3]=2)[CH2:28][CH2:27]1)=[O:35])([CH3:20])([CH3:22])[CH3:38], predict the reactants needed to synthesize it. The reactants are: [O:1]1[CH:5]=[CH:4][CH:3]=[C:2]1[CH:6]=O.[OH2:8].Cl.Cl.C1(N2[CH2:22][CH2:21][CH:20](N)CC2)CCCCC1.[CH2:24]([N:26]([CH2:29][CH3:30])[CH2:27][CH3:28])C.[C:31]([BH3-])#[N:32].[Na+].[OH-:35].[Na+].Cl[CH2:38]Cl.